From a dataset of Full USPTO retrosynthesis dataset with 1.9M reactions from patents (1976-2016). Predict the reactants needed to synthesize the given product. (1) The reactants are: [C:1]1([C:12]2[CH:17]=[CH:16][CH:15]=[CH:14][CH:13]=2)[CH:6]=[CH:5][C:4]([O:7][CH2:8][CH2:9][CH2:10]O)=[CH:3][CH:2]=1.C1(P(C2C=CC=CC=2)C2C=CC=CC=2)C=CC=CC=1.C(Br)(Br)(Br)[Br:38]. Given the product [Br:38][CH2:10][CH2:9][CH2:8][O:7][C:4]1[CH:5]=[CH:6][C:1]([C:12]2[CH:17]=[CH:16][CH:15]=[CH:14][CH:13]=2)=[CH:2][CH:3]=1, predict the reactants needed to synthesize it. (2) Given the product [NH2:1][C:2]1[N:7]=[C:6]([NH2:8])[C:5]([Br:9])=[C:4]([O:19][CH2:12][C:13]2[CH:18]=[CH:17][CH:16]=[CH:15][CH:14]=2)[N:3]=1, predict the reactants needed to synthesize it. The reactants are: [NH2:1][C:2]1[N:7]=[C:6]([NH2:8])[C:5]([Br:9])=[C:4](Cl)[N:3]=1.[Na].[CH2:12]([OH:19])[C:13]1[CH:18]=[CH:17][CH:16]=[CH:15][CH:14]=1. (3) Given the product [Cl:1][C:2]1[C:7]2[O:8][C:9]([C:11]([N:13]3[CH2:14][CH2:15][N:16]([S:19]([CH3:22])(=[O:20])=[O:21])[CH2:17][CH2:18]3)=[O:12])=[CH:10][C:6]=2[C:5](=[O:23])[N:4]([CH3:26])[N:3]=1, predict the reactants needed to synthesize it. The reactants are: [Cl:1][C:2]1[C:7]2[O:8][C:9]([C:11]([N:13]3[CH2:18][CH2:17][N:16]([S:19]([CH3:22])(=[O:21])=[O:20])[CH2:15][CH2:14]3)=[O:12])=[CH:10][C:6]=2[C:5](=[O:23])[NH:4][N:3]=1.[H-].[Na+].[CH3:26]I.O. (4) Given the product [F:12][C:10]1[C:9]2[C:4](=[CH:5][CH:6]=[C:7]([OH:13])[CH:8]=2)[CH:3]=[C:2]([C:21]2[CH:22]=[CH:23][C:18]([C:16]([OH:17])=[O:15])=[CH:19][CH:20]=2)[CH:11]=1, predict the reactants needed to synthesize it. The reactants are: Br[C:2]1[CH:3]=[C:4]2[C:9](=[C:10]([F:12])[CH:11]=1)[CH:8]=[C:7]([OH:13])[CH:6]=[CH:5]2.C[O:15][C:16]([C:18]1[CH:23]=[CH:22][C:21](B(O)O)=[CH:20][CH:19]=1)=[O:17]. (5) Given the product [NH2:8][CH2:9][C:10]([N:13]1[CH2:19][CH2:18][CH2:17][C@@H:14]1[CH2:15][OH:16])=[O:11], predict the reactants needed to synthesize it. The reactants are: C(OC([NH:8][CH2:9][C:10](O)=[O:11])=O)(C)(C)C.[NH:13]1[CH2:19][CH2:18][CH2:17][C@@H:14]1[CH2:15][OH:16].ON1C2C=CC=CC=2N=N1.Cl.CN(C)CCCN=C=NCC.Cl.C(OCC)(=O)C. (6) Given the product [F:17][C:6]1[CH:5]=[C:4]([C:18]([OH:20])([CH3:22])[CH3:19])[CH:3]=[C:2]([F:1])[C:7]=1[B:8]1[O:12][C:11]([CH3:13])([CH3:14])[C:10]([CH3:15])([CH3:16])[O:9]1, predict the reactants needed to synthesize it. The reactants are: [F:1][C:2]1[CH:3]=[C:4]([CH:18]([OH:20])[CH3:19])[CH:5]=[C:6]([F:17])[C:7]=1[B:8]1[O:12][C:11]([CH3:14])([CH3:13])[C:10]([CH3:16])([CH3:15])[O:9]1.F[C:22]1C=C(C(O)(C)C)C=C(F)C=1. (7) Given the product [CH2:1]([N:8]([CH2:20][C:21]1[CH:26]=[CH:25][CH:24]=[CH:23][CH:22]=1)[C@@H:9]1[CH2:18][CH2:17][C:16]2[C:11](=[C:12]([B:27]3[O:31][C:30]([CH3:33])([CH3:32])[C:29]([CH3:35])([CH3:34])[O:28]3)[CH:13]=[CH:14][CH:15]=2)[CH2:10]1)[C:2]1[CH:7]=[CH:6][CH:5]=[CH:4][CH:3]=1, predict the reactants needed to synthesize it. The reactants are: [CH2:1]([N:8]([CH2:20][C:21]1[CH:26]=[CH:25][CH:24]=[CH:23][CH:22]=1)[C@@H:9]1[CH2:18][CH2:17][C:16]2[C:11](=[C:12](Br)[CH:13]=[CH:14][CH:15]=2)[CH2:10]1)[C:2]1[CH:7]=[CH:6][CH:5]=[CH:4][CH:3]=1.[B:27]1([B:27]2[O:31][C:30]([CH3:33])([CH3:32])[C:29]([CH3:35])([CH3:34])[O:28]2)[O:31][C:30]([CH3:33])([CH3:32])[C:29]([CH3:35])([CH3:34])[O:28]1. (8) Given the product [ClH:1].[F:21][C:16]1[CH:17]=[CH:18][CH:19]=[CH:20][C:15]=1[C:12]1[CH2:13][CH2:14][NH:9][CH2:10][CH:11]=1, predict the reactants needed to synthesize it. The reactants are: [ClH:1].C(OC([N:9]1[CH2:14][CH:13]=[C:12]([C:15]2[CH:20]=[CH:19][CH:18]=[CH:17][C:16]=2[F:21])[CH2:11][CH2:10]1)=O)(C)(C)C.